From a dataset of Forward reaction prediction with 1.9M reactions from USPTO patents (1976-2016). Predict the product of the given reaction. (1) Given the reactants [N:1]1([CH2:6][CH2:7][CH2:8][O:9][C:10]2[CH:15]=[CH:14][C:13]([C:16]3([CH:22]=O)[CH2:21][CH2:20][O:19][CH2:18][CH2:17]3)=[CH:12][CH:11]=2)[CH2:5][CH2:4][CH2:3][CH2:2]1.[N:24]1([C:30]([O:32][CH2:33][CH3:34])=[O:31])[CH2:29][CH2:28][NH:27][CH2:26][CH2:25]1, predict the reaction product. The product is: [CH2:33]([O:32][C:30]([N:24]1[CH2:25][CH2:26][N:27]([CH2:22][C:16]2([C:13]3[CH:14]=[CH:15][C:10]([O:9][CH2:8][CH2:7][CH2:6][N:1]4[CH2:5][CH2:4][CH2:3][CH2:2]4)=[CH:11][CH:12]=3)[CH2:17][CH2:18][O:19][CH2:20][CH2:21]2)[CH2:28][CH2:29]1)=[O:31])[CH3:34]. (2) The product is: [Br:1][C:2]1[C:10]([F:11])=[CH:9][C:8]2[C:4](=[CH:5][N:6]([CH3:21])[N:7]=2)[C:3]=1[C:12]([O:14][CH3:15])=[O:13]. Given the reactants [Br:1][C:2]1[C:10]([F:11])=[CH:9][C:8]2[NH:7][N:6]=[CH:5][C:4]=2[C:3]=1[C:12]([O:14][CH3:15])=[O:13].F[B-](F)(F)F.[CH3:21][O+](C)C, predict the reaction product.